This data is from Reaction yield outcomes from USPTO patents with 853,638 reactions. The task is: Predict the reaction yield, written as a fraction of the theoretical maximum amount of product (1.0 means a 100% yield; for example, 0.34 means a 34% yield). (1) The reactants are C(#N)C.C(Cl)(=O)C(Cl)=O.[F:10][C:11]1[C:19]([O:20][CH3:21])=[CH:18][CH:17]=[C:16]([F:22])[C:12]=1[C:13]([NH2:15])=O.C(N(CC)CC)C. The catalyst is CN(C=O)C. The product is [F:10][C:11]1[C:19]([O:20][CH3:21])=[CH:18][CH:17]=[C:16]([F:22])[C:12]=1[C:13]#[N:15]. The yield is 0.660. (2) The reactants are [CH2:1]([Si:3]([CH2:11][CH3:12])([CH2:9][CH3:10])[C:4]#[C:5][CH2:6][CH2:7][OH:8])[CH3:2].[C:13]1([CH3:23])[CH:18]=[CH:17][C:16]([S:19](Cl)(=[O:21])=[O:20])=[CH:15][CH:14]=1.N1C=CC=CC=1. The catalyst is ClCCl. The product is [CH3:23][C:13]1[CH:18]=[CH:17][C:16]([S:19]([O:8][CH2:7][CH2:6][C:5]#[C:4][Si:3]([CH2:1][CH3:2])([CH2:9][CH3:10])[CH2:11][CH3:12])(=[O:21])=[O:20])=[CH:15][CH:14]=1. The yield is 1.00. (3) The reactants are [CH2:1]([N:8]1[CH2:18][CH2:17][C:11]2[N:12]=[CH:13][NH:14][C:15](=O)[C:10]=2[CH2:9]1)[C:2]1[CH:7]=[CH:6][CH:5]=[CH:4][CH:3]=1.P(Cl)(Cl)([Cl:21])=O.C(#N)C. The catalyst is CN(C=O)C. The product is [CH2:1]([N:8]1[CH2:18][CH2:17][C:11]2[N:12]=[CH:13][N:14]=[C:15]([Cl:21])[C:10]=2[CH2:9]1)[C:2]1[CH:7]=[CH:6][CH:5]=[CH:4][CH:3]=1. The yield is 0.578. (4) The reactants are C([O:3][C:4]([C:6]1[S:10][C:9]([C:11]2[C:12](=[O:22])[O:13][C:14]3[C:19]([CH:20]=2)=[CH:18][CH:17]=[C:16]([OH:21])[CH:15]=3)=[N:8][CH:7]=1)=[O:5])C. The catalyst is S(=O)(=O)(O)O. The product is [OH:21][C:16]1[CH:15]=[C:14]2[C:19]([CH:20]=[C:11]([C:9]3[S:10][C:6]([C:4]([OH:5])=[O:3])=[CH:7][N:8]=3)[C:12](=[O:22])[O:13]2)=[CH:18][CH:17]=1. The yield is 0.625.